From a dataset of Full USPTO retrosynthesis dataset with 1.9M reactions from patents (1976-2016). Predict the reactants needed to synthesize the given product. (1) Given the product [OH:28][C@:24]1([CH3:27])[CH2:25][CH2:26][N:22]([C:3]2[C:2]([C:33]3[CH:34]=[N:29][CH:30]=[N:31][CH:32]=3)=[CH:21][C:6]([C:7]([NH:9][C:10]3[CH:15]=[CH:14][C:13]([O:16][C:17]([F:20])([F:19])[F:18])=[CH:12][CH:11]=3)=[O:8])=[CH:5][N:4]=2)[CH2:23]1, predict the reactants needed to synthesize it. The reactants are: Br[C:2]1[C:3]([N:22]2[CH2:26][CH2:25][C@:24]([OH:28])([CH3:27])[CH2:23]2)=[N:4][CH:5]=[C:6]([CH:21]=1)[C:7]([NH:9][C:10]1[CH:15]=[CH:14][C:13]([O:16][C:17]([F:20])([F:19])[F:18])=[CH:12][CH:11]=1)=[O:8].[N:29]1[CH:34]=[C:33](B(O)O)[CH:32]=[N:31][CH:30]=1.C([O-])([O-])=O.[Na+].[Na+].COCCOC. (2) Given the product [O:22]=[C:20]1[N:19]([C:23]2[CH:28]=[CH:27][CH:26]=[C:25]([C:29]([F:32])([F:31])[F:30])[CH:24]=2)[C:18]2[CH2:33][CH2:34][NH:35][C:36](=[O:37])[C:17]=2[CH:16]([C:15]2[CH:14]=[CH:13][C:10]([C:11]#[N:12])=[CH:9][C:8]=2[C:42]2[CH:41]=[N:40][N:39]([CH3:38])[CH:43]=2)[NH:21]1, predict the reactants needed to synthesize it. The reactants are: C(=O)([O-])[O-].[K+].[K+].Br[C:8]1[CH:9]=[C:10]([CH:13]=[CH:14][C:15]=1[CH:16]1[NH:21][C:20](=[O:22])[N:19]([C:23]2[CH:28]=[CH:27][CH:26]=[C:25]([C:29]([F:32])([F:31])[F:30])[CH:24]=2)[C:18]2[CH2:33][CH2:34][NH:35][C:36](=[O:37])[C:17]1=2)[C:11]#[N:12].[CH3:38][N:39]1[CH:43]=[C:42](B2OC(C)(C)C(C)(C)O2)[CH:41]=[N:40]1.C(O)(=O)C. (3) Given the product [NH:30]1[CH2:31][CH2:32][N:33]=[C:29]1[C:25]1[CH:24]=[C:23]([O:1][C:2]2[CH:3]=[C:4](/[CH:8]=[CH:9]/[C:10]([NH:12][C:13]3[CH:18]=[CH:17][CH:16]=[C:15]([CH:19]([CH3:21])[CH3:20])[CH:14]=3)=[O:11])[CH:5]=[CH:6][CH:7]=2)[CH:28]=[CH:27][N:26]=1, predict the reactants needed to synthesize it. The reactants are: [OH:1][C:2]1[CH:3]=[C:4](/[CH:8]=[CH:9]/[C:10]([NH:12][C:13]2[CH:18]=[CH:17][CH:16]=[C:15]([CH:19]([CH3:21])[CH3:20])[CH:14]=2)=[O:11])[CH:5]=[CH:6][CH:7]=1.Cl[C:23]1[CH:28]=[CH:27][N:26]=[C:25]([C:29]2[NH:30][CH2:31][CH2:32][N:33]=2)[CH:24]=1.C(=O)([O-])[O-].[Cs+].[Cs+]. (4) Given the product [F:9][C:8]([F:11])([F:10])[C:5]1[CH:6]=[CH:7][C:2]([N:12]2[CH2:18][CH2:17][CH2:16][NH:15][CH2:14][CH2:13]2)=[N:3][CH:4]=1, predict the reactants needed to synthesize it. The reactants are: Cl[C:2]1[CH:7]=[CH:6][C:5]([C:8]([F:11])([F:10])[F:9])=[CH:4][N:3]=1.[NH:12]1[CH2:18][CH2:17][CH2:16][NH:15][CH2:14][CH2:13]1. (5) Given the product [OH:42][CH:38]([CH2:39][OH:40])[CH2:37][N:36]([CH3:35])[C:31]([C:28]1[N:20]2[C:19]([CH2:18][N:17]([C:15]([C:12]3[CH:13]=[CH:14][C:9]([C:4]4[CH:5]=[CH:6][CH:7]=[CH:8][C:3]=4[O:2][CH3:1])=[C:10]([CH3:34])[CH:11]=3)=[O:16])[C:23]3[CH:24]=[CH:25][CH:26]=[CH:27][C:22]=3[CH2:21]2)=[CH:30][CH:29]=1)=[O:32], predict the reactants needed to synthesize it. The reactants are: [CH3:1][O:2][C:3]1[CH:8]=[CH:7][CH:6]=[CH:5][C:4]=1[C:9]1[CH:14]=[CH:13][C:12]([C:15]([N:17]2[C:23]3[CH:24]=[CH:25][CH:26]=[CH:27][C:22]=3[CH2:21][N:20]3[C:28]([C:31](O)=[O:32])=[CH:29][CH:30]=[C:19]3[CH2:18]2)=[O:16])=[CH:11][C:10]=1[CH3:34].[CH3:35][NH:36][CH2:37][CH:38](O)[CH2:39][OH:40].[OH2:42].ON1C2C=CC=CC=2N=N1.Cl.CN(C)CCCN=C=NCC.C(N(CC)C(C)C)(C)C. (6) The reactants are: [C:1]([O:5][C:6]([N:8]([C:31]([O:33][C:34]([CH3:37])([CH3:36])[CH3:35])=[O:32])[C:9]1[C:14]([C:15]([O:17][CH3:18])=[O:16])=[C:13]([OH:19])[C:12]([C:20]2[N:21]([CH:25]3[CH2:30][CH2:29][CH2:28][CH2:27][O:26]3)[N:22]=[CH:23][CH:24]=2)=[CH:11][CH:10]=1)=[O:7])([CH3:4])([CH3:3])[CH3:2].[F:38][C:39]([F:58])([F:57])[S:40](N([S:40]([C:39]([F:58])([F:57])[F:38])(=[O:42])=[O:41])C1C=CC=CC=1)(=[O:42])=[O:41].C(N(CC)CC)C. Given the product [C:34]([O:33][C:31]([N:8]([C:6]([O:5][C:1]([CH3:3])([CH3:4])[CH3:2])=[O:7])[C:9]1[C:14]([C:15]([O:17][CH3:18])=[O:16])=[C:13]([O:19][S:40]([C:39]([F:58])([F:57])[F:38])(=[O:42])=[O:41])[C:12]([C:20]2[N:21]([CH:25]3[CH2:30][CH2:29][CH2:28][CH2:27][O:26]3)[N:22]=[CH:23][CH:24]=2)=[CH:11][CH:10]=1)=[O:32])([CH3:37])([CH3:36])[CH3:35], predict the reactants needed to synthesize it. (7) Given the product [Br:1][C:2]1[CH:3]=[C:4]([C:8]2([CH2:12][NH:18][C:21](=[O:30])[O:44][C:40]([CH3:43])([CH3:42])[CH3:41])[CH2:9][O:10][CH2:11]2)[CH:5]=[CH:6][CH:7]=1, predict the reactants needed to synthesize it. The reactants are: [Br:1][C:2]1[CH:3]=[C:4]([C:8]2([CH2:12]C(O)=O)[CH2:11][O:10][CH2:9]2)[CH:5]=[CH:6][CH:7]=1.C([N:18]([CH2:21]C)CC)C.C1(P(N=[N+]=[N-])(C2C=CC=CC=2)=[O:30])C=CC=CC=1.[C:40]([OH:44])([CH3:43])([CH3:42])[CH3:41].